From a dataset of NCI-60 drug combinations with 297,098 pairs across 59 cell lines. Regression. Given two drug SMILES strings and cell line genomic features, predict the synergy score measuring deviation from expected non-interaction effect. (1) Drug 1: CC12CCC3C(C1CCC2=O)CC(=C)C4=CC(=O)C=CC34C. Drug 2: C#CCC(CC1=CN=C2C(=N1)C(=NC(=N2)N)N)C3=CC=C(C=C3)C(=O)NC(CCC(=O)O)C(=O)O. Cell line: RPMI-8226. Synergy scores: CSS=46.1, Synergy_ZIP=-1.42, Synergy_Bliss=-7.88, Synergy_Loewe=-4.64, Synergy_HSA=-6.25. (2) Drug 1: CC1CCC2CC(C(=CC=CC=CC(CC(C(=O)C(C(C(=CC(C(=O)CC(OC(=O)C3CCCCN3C(=O)C(=O)C1(O2)O)C(C)CC4CCC(C(C4)OC)OCCO)C)C)O)OC)C)C)C)OC. Drug 2: CC1=C(N=C(N=C1N)C(CC(=O)N)NCC(C(=O)N)N)C(=O)NC(C(C2=CN=CN2)OC3C(C(C(C(O3)CO)O)O)OC4C(C(C(C(O4)CO)O)OC(=O)N)O)C(=O)NC(C)C(C(C)C(=O)NC(C(C)O)C(=O)NCCC5=NC(=CS5)C6=NC(=CS6)C(=O)NCCC[S+](C)C)O. Cell line: SK-MEL-5. Synergy scores: CSS=21.9, Synergy_ZIP=-5.47, Synergy_Bliss=-5.03, Synergy_Loewe=-7.05, Synergy_HSA=-3.08. (3) Drug 1: CN(C)N=NC1=C(NC=N1)C(=O)N. Drug 2: C1=CC(=CC=C1C#N)C(C2=CC=C(C=C2)C#N)N3C=NC=N3. Cell line: K-562. Synergy scores: CSS=11.0, Synergy_ZIP=-0.979, Synergy_Bliss=2.52, Synergy_Loewe=1.30, Synergy_HSA=2.46. (4) Drug 1: C1=CN(C=N1)CC(O)(P(=O)(O)O)P(=O)(O)O. Drug 2: CS(=O)(=O)OCCCCOS(=O)(=O)C. Synergy scores: CSS=-4.09, Synergy_ZIP=0.971, Synergy_Bliss=0.782, Synergy_Loewe=-3.34, Synergy_HSA=-3.11. Cell line: HCT-15. (5) Drug 1: C1=NC2=C(N=C(N=C2N1C3C(C(C(O3)CO)O)F)Cl)N. Drug 2: CCC1(C2=C(COC1=O)C(=O)N3CC4=CC5=C(C=CC(=C5CN(C)C)O)N=C4C3=C2)O.Cl. Cell line: HOP-92. Synergy scores: CSS=19.5, Synergy_ZIP=-3.38, Synergy_Bliss=3.89, Synergy_Loewe=-0.531, Synergy_HSA=3.61. (6) Drug 1: C1=CC(=CC=C1CCC2=CNC3=C2C(=O)NC(=N3)N)C(=O)NC(CCC(=O)O)C(=O)O. Drug 2: C1CN1P(=S)(N2CC2)N3CC3. Cell line: SF-539. Synergy scores: CSS=42.7, Synergy_ZIP=-7.07, Synergy_Bliss=-8.53, Synergy_Loewe=-6.81, Synergy_HSA=-4.58. (7) Drug 1: C1=NC2=C(N=C(N=C2N1C3C(C(C(O3)CO)O)F)Cl)N. Drug 2: CC1=C2C(C(=O)C3(C(CC4C(C3C(C(C2(C)C)(CC1OC(=O)C(C(C5=CC=CC=C5)NC(=O)OC(C)(C)C)O)O)OC(=O)C6=CC=CC=C6)(CO4)OC(=O)C)O)C)O. Cell line: OVCAR-8. Synergy scores: CSS=13.3, Synergy_ZIP=-3.60, Synergy_Bliss=-5.04, Synergy_Loewe=-21.4, Synergy_HSA=-3.55. (8) Drug 1: CCN(CC)CCCC(C)NC1=C2C=C(C=CC2=NC3=C1C=CC(=C3)Cl)OC. Drug 2: B(C(CC(C)C)NC(=O)C(CC1=CC=CC=C1)NC(=O)C2=NC=CN=C2)(O)O. Cell line: SK-MEL-28. Synergy scores: CSS=26.5, Synergy_ZIP=-0.906, Synergy_Bliss=-1.64, Synergy_Loewe=-12.0, Synergy_HSA=-10.3. (9) Drug 1: CC(C)NC(=O)C1=CC=C(C=C1)CNNC.Cl. Drug 2: COC1=C2C(=CC3=C1OC=C3)C=CC(=O)O2. Cell line: RPMI-8226. Synergy scores: CSS=0.367, Synergy_ZIP=0.573, Synergy_Bliss=1.30, Synergy_Loewe=-1.65, Synergy_HSA=-0.367. (10) Drug 1: CCC1(CC2CC(C3=C(CCN(C2)C1)C4=CC=CC=C4N3)(C5=C(C=C6C(=C5)C78CCN9C7C(C=CC9)(C(C(C8N6C=O)(C(=O)OC)O)OC(=O)C)CC)OC)C(=O)OC)O.OS(=O)(=O)O. Drug 2: CCC(=C(C1=CC=CC=C1)C2=CC=C(C=C2)OCCN(C)C)C3=CC=CC=C3.C(C(=O)O)C(CC(=O)O)(C(=O)O)O. Cell line: UACC-257. Synergy scores: CSS=31.0, Synergy_ZIP=-8.19, Synergy_Bliss=1.34, Synergy_Loewe=-25.6, Synergy_HSA=2.43.